From a dataset of CYP2D6 inhibition data for predicting drug metabolism from PubChem BioAssay. Regression/Classification. Given a drug SMILES string, predict its absorption, distribution, metabolism, or excretion properties. Task type varies by dataset: regression for continuous measurements (e.g., permeability, clearance, half-life) or binary classification for categorical outcomes (e.g., BBB penetration, CYP inhibition). Dataset: cyp2d6_veith. (1) The drug is Cn1c(=O)c2c(ncn2CCO)n(C)c1=O. The result is 0 (non-inhibitor). (2) The compound is COc1ccc(OC)c2[nH]c(=O)c(CCNC(=O)COc3ccccc3)cc12. The result is 0 (non-inhibitor). (3) The drug is O=C(c1ccccc1)c1ccc2nc(-c3ccc(NC(=O)c4ccccc4F)cc3)[nH]c2c1. The result is 0 (non-inhibitor). (4) The drug is Cn1cnc([N+](=O)[O-])c1SCC(=O)O. The result is 0 (non-inhibitor). (5) The drug is CCOC(=O)N(c1ccccc1)P1(=S)OCCO1. The result is 0 (non-inhibitor).